From a dataset of Catalyst prediction with 721,799 reactions and 888 catalyst types from USPTO. Predict which catalyst facilitates the given reaction. (1) Reactant: [CH2:1]([O:8][C:9]1[CH:10]=[CH:11][C:12]([C@@H:20]([O:23][Si:24]([C:27]([CH3:30])([CH3:29])[CH3:28])([CH3:26])[CH3:25])[CH2:21]Br)=[C:13]2[C:18]=1[NH:17][C:16](=[O:19])[CH:15]=[CH:14]2)[C:2]1[CH:7]=[CH:6][CH:5]=[CH:4][CH:3]=1.[F:31][C:32]([F:50])([C:44]1[CH:49]=[CH:48][CH:47]=[CH:46][CH:45]=1)[CH2:33][O:34][C:35]1[CH:36]=[C:37]([CH2:41][CH2:42][NH2:43])[CH:38]=[CH:39][CH:40]=1.C(=O)([O-])O.[Na+].[I-].[Na+]. Product: [CH2:1]([O:8][C:9]1[CH:10]=[CH:11][C:12]([C@@H:20]([O:23][Si:24]([C:27]([CH3:30])([CH3:29])[CH3:28])([CH3:26])[CH3:25])[CH2:21][NH:43][CH2:42][CH2:41][C:37]2[CH:38]=[CH:39][CH:40]=[C:35]([O:34][CH2:33][C:32]([F:31])([F:50])[C:44]3[CH:45]=[CH:46][CH:47]=[CH:48][CH:49]=3)[CH:36]=2)=[C:13]2[C:18]=1[NH:17][C:16](=[O:19])[CH:15]=[CH:14]2)[C:2]1[CH:7]=[CH:6][CH:5]=[CH:4][CH:3]=1. The catalyst class is: 58. (2) Reactant: [Cl:1][C:2]1[C:16]([Cl:17])=[CH:15][C:5]2[NH:6][C:7]([C:9](=[O:14])[C:10]([F:13])([F:12])[F:11])=[N:8][C:4]=2[CH:3]=1.[CH3:18][C:19]([CH3:23])=[CH:20][CH2:21]Br.[In].Cl. Product: [Cl:17][C:16]1[C:2]([Cl:1])=[CH:3][C:4]2[NH:8][C:7]([C:9]([OH:14])([C:19]([CH3:23])([CH3:18])[CH:20]=[CH2:21])[C:10]([F:13])([F:11])[F:12])=[N:6][C:5]=2[CH:15]=1. The catalyst class is: 299. (3) Reactant: [CH:1]([N:4](CC)C(C)C)(C)[CH3:2].[O:10]=C1COC2C=CC(C=O)=NC=2[NH:12]1.[C:23]([O:26][BH-]([O:26][C:23](=[O:25])[CH3:24])[O:26][C:23](=[O:25])[CH3:24])(=[O:25])[CH3:24].[Na+]. The catalyst class is: 147. Product: [OH2:10].[C:1](#[N:4])[CH3:2].[C:23]([O-:26])(=[O:25])[CH3:24].[NH4+:12]. (4) Reactant: [H-].[Na+].[OH:3][CH2:4][CH:5]([CH2:8][OH:9])[CH2:6][OH:7].[F:10][C:11]1[CH:16]=[CH:15][CH:14]=[C:13]([F:17])[C:12]=1[N:18]1[C:23]2[N:24]=[C:25](S(C)(=O)=O)[N:26]=[C:27]([C:28]3[CH:33]=[CH:32][C:31]([F:34])=[CH:30][C:29]=3[CH3:35])[C:22]=2[CH:21]=[CH:20][C:19]1=[O:40]. Product: [F:17][C:13]1[CH:14]=[CH:15][CH:16]=[C:11]([F:10])[C:12]=1[N:18]1[C:23]2[N:24]=[C:25]([O:3][CH2:4][CH:5]([CH2:8][OH:9])[CH2:6][OH:7])[N:26]=[C:27]([C:28]3[CH:33]=[CH:32][C:31]([F:34])=[CH:30][C:29]=3[CH3:35])[C:22]=2[CH:21]=[CH:20][C:19]1=[O:40]. The catalyst class is: 1. (5) Reactant: F[P-](F)(F)(F)(F)F.N1(O[P+](N2CCCC2)(N2CCCC2)N2CCCC2)C2C=CC=CC=2N=N1.[CH3:34][C:35]1[C:39]([C:40]2[CH:49]=[C:48]3[C:43]([C:44]([NH:53][C:54]4[CH:59]=[CH:58][CH:57]=[C:56]([C:60]([O:62][CH2:63][CH3:64])=[O:61])[CH:55]=4)=[C:45]([C:50]([OH:52])=O)[CH:46]=[N:47]3)=[CH:42][CH:41]=2)=[C:38]([CH3:65])[O:37][N:36]=1.[CH3:66][O:67][C:68]1[CH:69]=[C:70]([CH:73]=[C:74]([O:76][CH3:77])[CH:75]=1)[CH2:71][NH2:72].C(N(CC)CC)C. Product: [CH3:77][O:76][C:74]1[CH:73]=[C:70]([CH2:71][NH:72][C:50]([C:45]2[CH:46]=[N:47][C:48]3[C:43]([C:44]=2[NH:53][C:54]2[CH:55]=[C:56]([CH:57]=[CH:58][CH:59]=2)[C:60]([O:62][CH2:63][CH3:64])=[O:61])=[CH:42][CH:41]=[C:40]([C:39]2[C:35]([CH3:34])=[N:36][O:37][C:38]=2[CH3:65])[CH:49]=3)=[O:52])[CH:69]=[C:68]([O:67][CH3:66])[CH:75]=1. The catalyst class is: 4.